Dataset: Reaction yield outcomes from USPTO patents with 853,638 reactions. Task: Predict the reaction yield, written as a fraction of the theoretical maximum amount of product (1.0 means a 100% yield; for example, 0.34 means a 34% yield). (1) The reactants are [C:1]1([CH2:7][CH:8]([C:11]2[CH:20]=[C:19]3[C:14]([CH2:15][CH2:16][NH:17][CH2:18]3)=[CH:13][CH:12]=2)[C:9]#[N:10])[CH:6]=[CH:5][CH:4]=[CH:3][CH:2]=1.[CH3:21][N:22]1[CH:26]=[C:25]([S:27](Cl)(=[O:29])=[O:28])[N:24]=[CH:23]1. The yield is 0.970. The catalyst is C(Cl)Cl.CN(C1C=CN=CC=1)C. The product is [CH3:21][N:22]1[CH:26]=[C:25]([S:27]([N:17]2[CH2:16][CH2:15][C:14]3[C:19](=[CH:20][C:11]([CH:8]([CH2:7][C:1]4[CH:6]=[CH:5][CH:4]=[CH:3][CH:2]=4)[C:9]#[N:10])=[CH:12][CH:13]=3)[CH2:18]2)(=[O:29])=[O:28])[N:24]=[CH:23]1. (2) The reactants are [Br:1][C:2]1[CH:3]=[C:4]([C:10]([N:12]2[CH2:17][CH2:16][O:15][C:14]3[CH:18]=[CH:19][N:20]=[CH:21][C:13]2=3)=[O:11])[CH:5]=[C:6]([Br:9])[C:7]=1[OH:8].[ClH:22].O1CCOCC1. The catalyst is O1CCCC1. The product is [ClH:22].[Br:1][C:2]1[CH:3]=[C:4]([C:10]([N:12]2[CH2:17][CH2:16][O:15][C:14]3[CH:18]=[CH:19][N:20]=[CH:21][C:13]2=3)=[O:11])[CH:5]=[C:6]([Br:9])[C:7]=1[OH:8]. The yield is 0.937.